This data is from Full USPTO retrosynthesis dataset with 1.9M reactions from patents (1976-2016). The task is: Predict the reactants needed to synthesize the given product. (1) Given the product [Br:22][C:23]1[C:28]([O:29][C:30]2[CH:35]=[CH:34][CH:33]=[CH:32][CH:31]=2)=[C:27]2[C:26]3=[C:25]([O:44][C:45]4[CH:50]=[CH:49][CH:48]=[CH:47][C:46]=4[B:58]3[C:38]3[CH:39]=[CH:40][CH:41]=[CH:42][C:37]=3[O:36]2)[C:24]=1[O:51][C:52]1[CH:57]=[CH:56][CH:55]=[CH:54][CH:53]=1, predict the reactants needed to synthesize it. The reactants are: CCCCCC.C([Li])CCC.C(C1C=CC=CC=1)(C)(C)C.[Br:22][C:23]1[C:28]([O:29][C:30]2[CH:35]=[CH:34][CH:33]=[CH:32][CH:31]=2)=[C:27]([O:36][C:37]2[CH:42]=[CH:41][CH:40]=[CH:39][CH:38]=2)[C:26](Br)=[C:25]([O:44][C:45]2[CH:50]=[CH:49][CH:48]=[CH:47][CH:46]=2)[C:24]=1[O:51][C:52]1[CH:57]=[CH:56][CH:55]=[CH:54][CH:53]=1.[B:58](Br)(Br)Br.C(N(CC)C(C)C)(C)C. (2) Given the product [Cl:14][C:4]1[C:5]([O:12][CH3:13])=[C:6]([N+:9]([O-:11])=[O:10])[CH:7]=[CH:8][C:3]=1[CH2:2][P:18](=[O:22])([O:19][CH2:20][CH3:21])[O:17][CH2:15][CH3:16], predict the reactants needed to synthesize it. The reactants are: Br[CH2:2][C:3]1[CH:8]=[CH:7][C:6]([N+:9]([O-:11])=[O:10])=[C:5]([O:12][CH3:13])[C:4]=1[Cl:14].[CH2:15]([O:17][P:18]([O:22]CC)[O:19][CH2:20][CH3:21])[CH3:16]. (3) The reactants are: FC(F)(F)S([O:6][C:7]1[C:12]2[O:13][CH:14]([CH2:17][O:18][S:19]([C:22]3[CH:27]=[CH:26][C:25]([CH3:28])=[CH:24][CH:23]=3)(=[O:21])=[O:20])[CH2:15]O[C:11]=2[CH:10]=[CH:9][CH:8]=1)(=O)=O.[Cl:31][C:32]1[CH:37]=[CH:36][C:35]([Cl:38])=[CH:34][C:33]=1B(O)O. Given the product [Cl:31][C:32]1[CH:37]=[CH:36][C:35]([Cl:38])=[CH:34][C:33]=1[C:11]1[C:12]2[O:13][CH:14]([CH2:17][O:18][S:19]([C:22]3[CH:23]=[CH:24][C:25]([CH3:28])=[CH:26][CH:27]=3)(=[O:20])=[O:21])[CH2:15][O:6][C:7]=2[CH:8]=[CH:9][CH:10]=1, predict the reactants needed to synthesize it. (4) Given the product [F:27][C:12]1[CH:11]=[C:10]([NH:9][C:4]2[CH:3]=[CH:2][N:7]=[C:6]([NH2:8])[N:5]=2)[CH:15]=[CH:14][C:13]=1[O:16][C:17]1[CH:22]=[CH:21][N:20]=[C:19]2[NH:23][CH:24]=[C:25]([CH3:26])[C:18]=12, predict the reactants needed to synthesize it. The reactants are: Cl[C:2]1[N:7]=[C:6]([NH2:8])[N:5]=[C:4]([NH:9][C:10]2[CH:15]=[CH:14][C:13]([O:16][C:17]3[CH:22]=[CH:21][N:20]=[C:19]4[NH:23][CH:24]=[C:25]([CH3:26])[C:18]=34)=[C:12]([F:27])[CH:11]=2)[CH:3]=1.C(N(CC)CC)C.[H][H]. (5) Given the product [Br:1][C:2]1[CH:16]=[CH:15][C:5]([CH2:6][N:7]2[CH2:12][C@H:11]([CH3:13])[O:10][C@H:9]([CH3:14])[CH2:8]2)=[C:4]([O:23][CH2:24][CH3:25])[CH:3]=1, predict the reactants needed to synthesize it. The reactants are: [Br:1][C:2]1[CH:16]=[CH:15][C:5]([CH2:6][N:7]2[CH2:12][C@H:11]([CH3:13])[O:10][C@H:9]([CH3:14])[CH2:8]2)=[C:4](F)[CH:3]=1.C(NC([O:23][CH2:24][CH3:25])=O)C.[H-].[Na+]. (6) Given the product [Cl:14][C:12]1[CH:11]=[CH:10][CH:9]=[C:8]2[C:13]=1[C:5]1[C:37](=[O:38])[NH:1][C:2]([NH:3][C:4](=[O:16])[C:18]([CH3:23])([CH3:19])[CH3:17])=[N:15][C:6]=1[NH:7]2, predict the reactants needed to synthesize it. The reactants are: [NH2:1][C:2]1[NH:3][C:4](=[O:16])[C:5]2[C:13]3[C:8](=[CH:9][CH:10]=[CH:11][C:12]=3[Cl:14])[NH:7][C:6]=2[N:15]=1.[CH3:17][C:18]1[CH:23]=CN=C(N)[C:19]=1C.C(N(CC)CC)C.C(Cl)(Cl)Cl.[CH3:37][OH:38]. (7) Given the product [OH:15][C:2]1[CH:3]=[C:4]2[C:8](=[CH:9][CH:10]=1)[N:7]=[C:6]([CH3:11])[C:5]2([CH3:13])[CH3:12], predict the reactants needed to synthesize it. The reactants are: N[C:2]1[CH:3]=[C:4]2[C:8](=[CH:9][CH:10]=1)[N:7]=[C:6]([CH3:11])[C:5]2([CH3:13])[CH3:12].S(=O)(=O)(O)[OH:15].N([O-])=O.[Na+].